From a dataset of Reaction yield outcomes from USPTO patents with 853,638 reactions. Predict the reaction yield, written as a fraction of the theoretical maximum amount of product (1.0 means a 100% yield; for example, 0.34 means a 34% yield). (1) The reactants are Cl[CH2:2][C:3]1[N:4]=[C:5]([CH:8]([CH3:10])[CH3:9])[O:6][CH:7]=1.CCN(C(C)C)C(C)C.[C:20]([N:27]1[CH2:32][CH2:31][NH:30][CH2:29][CH2:28]1)([O:22][C:23]([CH3:26])([CH3:25])[CH3:24])=[O:21]. The catalyst is C(Cl)Cl.CCOC(C)=O. The product is [CH:8]([C:5]1[O:6][CH:7]=[C:3]([CH2:2][N:30]2[CH2:29][CH2:28][N:27]([C:20]([O:22][C:23]([CH3:26])([CH3:25])[CH3:24])=[O:21])[CH2:32][CH2:31]2)[N:4]=1)([CH3:10])[CH3:9]. The yield is 0.990. (2) The reactants are B(O)O.C([O-])([O-])=O.[K+].[K+].[CH:10]1[CH:15]=[C:14]2[C:16]3[CH:22]=[CH:21][C:20](Cl)=[N:19][C:17]=3[NH:18][C:13]2=[CH:12][CH:11]=1. The catalyst is O.O1CCOCC1.C1C=CC([P]([Pd]([P](C2C=CC=CC=2)(C2C=CC=CC=2)C2C=CC=CC=2)([P](C2C=CC=CC=2)(C2C=CC=CC=2)C2C=CC=CC=2)[P](C2C=CC=CC=2)(C2C=CC=CC=2)C2C=CC=CC=2)(C2C=CC=CC=2)C2C=CC=CC=2)=CC=1. The product is [NH:18]1[CH:13]=[CH:14][CH:16]=[C:17]1[C:20]1[CH:21]=[CH:22][C:16]2[C:14]3[C:13](=[CH:12][CH:11]=[CH:10][CH:15]=3)[NH:18][C:17]=2[N:19]=1. The yield is 0.100.